This data is from Forward reaction prediction with 1.9M reactions from USPTO patents (1976-2016). The task is: Predict the product of the given reaction. (1) Given the reactants Cl[C:2]1[C:7]([Cl:8])=[N:6][N:5]([CH3:9])[C:4](=[O:10])[CH:3]=1.[CH2:11]([Sn]([CH2:11][CH2:12][CH2:13][CH3:14])([CH2:11][CH2:12][CH2:13][CH3:14])/C=C/C(OCC)=O)[CH2:12][CH2:13][CH3:14], predict the reaction product. The product is: [CH2:11]([C:2]1[C:7]([Cl:8])=[N:6][N:5]([CH3:9])[C:4](=[O:10])[CH:3]=1)[CH2:12][CH2:13][CH3:14]. (2) Given the reactants [Cl:1][C:2]1[N:3]=[C:4](Cl)[C:5]2[CH2:11][O:10][CH2:9][CH:8]([C:12]3[CH:17]=[CH:16][C:15]([Cl:18])=[CH:14][CH:13]=3)[C:6]=2[N:7]=1.Cl.[F:21][C:22]1([F:26])[CH2:25][NH:24][CH2:23]1, predict the reaction product. The product is: [Cl:1][C:2]1[N:3]=[C:4]([N:24]2[CH2:25][C:22]([F:26])([F:21])[CH2:23]2)[C:5]2[CH2:11][O:10][CH2:9][CH:8]([C:12]3[CH:17]=[CH:16][C:15]([Cl:18])=[CH:14][CH:13]=3)[C:6]=2[N:7]=1. (3) Given the reactants [CH:1](=[O:5])/[CH:2]=[CH:3]/[CH3:4].[BrH:6].[CH2:7](O)[CH2:8][CH2:9][OH:10], predict the reaction product. The product is: [Br:6][CH:3]([CH3:4])[CH2:2][CH:1]1[O:10][CH2:9][CH2:8][CH2:7][O:5]1.